This data is from Reaction yield outcomes from USPTO patents with 853,638 reactions. The task is: Predict the reaction yield, written as a fraction of the theoretical maximum amount of product (1.0 means a 100% yield; for example, 0.34 means a 34% yield). (1) The reactants are [Cl:1][C:2]1[CH:10]=[C:9]2[C:5]([C:6]([C:14](=[O:19])C(F)(F)F)=[CH:7][N:8]2[CH:11]([CH3:13])[CH3:12])=[CH:4][CH:3]=1.[OH-:20].[Na+].Cl. No catalyst specified. The product is [Cl:1][C:2]1[CH:10]=[C:9]2[C:5]([C:6]([C:14]([OH:19])=[O:20])=[CH:7][N:8]2[CH:11]([CH3:12])[CH3:13])=[CH:4][CH:3]=1. The yield is 0.990. (2) The reactants are [N+:1]([C:4]1[CH:9]=[CH:8][C:7](B2OC(C)(C)C(C)(C)O2)=[CH:6][CH:5]=1)([O-:3])=[O:2].FC(F)(F)S(O[C:25]1[CH2:26][CH2:27][N:28]([C:31]([O:33][C:34]([CH3:37])([CH3:36])[CH3:35])=[O:32])[CH2:29][CH:30]=1)(=O)=O.C(=O)([O-])[O-].[Na+].[Na+]. The catalyst is COCCOC.O.C1C=CC([P]([Pd]([P](C2C=CC=CC=2)(C2C=CC=CC=2)C2C=CC=CC=2)([P](C2C=CC=CC=2)(C2C=CC=CC=2)C2C=CC=CC=2)[P](C2C=CC=CC=2)(C2C=CC=CC=2)C2C=CC=CC=2)(C2C=CC=CC=2)C2C=CC=CC=2)=CC=1. The product is [N+:1]([C:4]1[CH:5]=[CH:6][C:7]([C:25]2[CH2:30][CH2:29][N:28]([C:31]([O:33][C:34]([CH3:37])([CH3:36])[CH3:35])=[O:32])[CH2:27][CH:26]=2)=[CH:8][CH:9]=1)([O-:3])=[O:2]. The yield is 0.720.